Dataset: Catalyst prediction with 721,799 reactions and 888 catalyst types from USPTO. Task: Predict which catalyst facilitates the given reaction. (1) Reactant: [CH2:1]([O:3][CH2:4][N:5]([C:23]1[CH:27]=[C:26]([CH3:28])[O:25][N:24]=1)[S:6]([C:9]1[CH:13]=[C:12]([CH3:14])[S:11][C:10]=1[C:15]1[CH:20]=[CH:19][C:18]([CH:21]=[O:22])=[CH:17][CH:16]=1)(=[O:8])=[O:7])[CH3:2].[BH4-].[Na+]. Product: [CH2:1]([O:3][CH2:4][N:5]([C:23]1[CH:27]=[C:26]([CH3:28])[O:25][N:24]=1)[S:6]([C:9]1[CH:13]=[C:12]([CH3:14])[S:11][C:10]=1[C:15]1[CH:16]=[CH:17][C:18]([CH2:21][OH:22])=[CH:19][CH:20]=1)(=[O:7])=[O:8])[CH3:2]. The catalyst class is: 30. (2) Reactant: [CH2:1](Br)[C:2]1[CH:7]=[CH:6][CH:5]=[CH:4][CH:3]=1.[C:9]([O:13][C:14]([N:16]1[CH2:20][CH2:19][CH:18]([C:21](=[O:30])[C:22]2[CH:27]=[CH:26][C:25]([Cl:28])=[C:24]([Cl:29])[CH:23]=2)[CH2:17]1)=[O:15])([CH3:12])([CH3:11])[CH3:10].C[Si]([N-][Si](C)(C)C)(C)C.[Li+]. Product: [C:9]([O:13][C:14]([N:16]1[CH2:20][CH2:19][C:18]([CH2:1][C:2]2[CH:7]=[CH:6][CH:5]=[CH:4][CH:3]=2)([C:21](=[O:30])[C:22]2[CH:27]=[CH:26][C:25]([Cl:28])=[C:24]([Cl:29])[CH:23]=2)[CH2:17]1)=[O:15])([CH3:12])([CH3:10])[CH3:11]. The catalyst class is: 1. (3) Reactant: FC(F)(F)C(O)=O.[Cl:8][C:9]1[CH:26]=[CH:25][C:12]([O:13][CH2:14][C@@H:15]([NH:17]C(=O)OC(C)(C)C)[CH3:16])=[C:11]([C:27]([CH3:33])([CH3:32])[C:28]([F:31])([F:30])[F:29])[CH:10]=1.[OH-].[Na+]. Product: [Cl:8][C:9]1[CH:26]=[CH:25][C:12]([O:13][CH2:14][C@@H:15]([NH2:17])[CH3:16])=[C:11]([C:27]([CH3:32])([CH3:33])[C:28]([F:29])([F:30])[F:31])[CH:10]=1. The catalyst class is: 4. (4) Reactant: [NH2:1][C:2]1[CH:3]=[CH:4][C:5]([N:21]2[CH2:26][CH2:25][O:24][C:23]3[CH:27]=[C:28]([S:31](=[O:48])(=[O:47])[N:32](CC4C=CC(OC)=CC=4)[C:33]4[S:34][CH:35]=[CH:36][N:37]=4)[CH:29]=[CH:30][C:22]2=3)=[C:6]([C:8]2[CH2:13][CH2:12][N:11](C(OC(C)(C)C)=O)[CH2:10][CH:9]=2)[CH:7]=1.N(OC(C)(C)C)=O.[N:56]([Si](C)(C)C)=[N+:57]=[N-].[C:63]([OH:69])([C:65]([F:68])([F:67])[F:66])=[O:64]. Product: [F:66][C:65]([F:68])([F:67])[C:63]([OH:69])=[O:64].[F:66][C:65]([F:68])([F:67])[C:63]([OH:69])=[O:64].[N:1]([C:2]1[CH:3]=[CH:4][C:5]([N:21]2[CH2:26][CH2:25][O:24][C:23]3[CH:27]=[C:28]([S:31]([NH:32][C:33]4[S:34][CH:35]=[CH:36][N:37]=4)(=[O:48])=[O:47])[CH:29]=[CH:30][C:22]2=3)=[C:6]([C:8]2[CH2:13][CH2:12][NH:11][CH2:10][CH:9]=2)[CH:7]=1)=[N+:56]=[N-:57]. The catalyst class is: 10. (5) Reactant: [CH3:1][C:2]1([CH3:30])[CH2:11][C:10]2[C:5](=[CH:6][CH:7]=[C:8]([C:12]([O:14]C)=[O:13])[CH:9]=2)[NH:4][CH:3]1[C:16]1[CH:21]=[CH:20][CH:19]=[C:18]([C:22](=[O:29])[NH:23][CH:24]2[CH2:27][N:26]([CH3:28])[CH2:25]2)[CH:17]=1.[OH-].[Na+]. Product: [CH3:1][C:2]1([CH3:30])[CH2:11][C:10]2[C:5](=[CH:6][CH:7]=[C:8]([C:12]([OH:14])=[O:13])[CH:9]=2)[NH:4][CH:3]1[C:16]1[CH:21]=[CH:20][CH:19]=[C:18]([C:22](=[O:29])[NH:23][CH:24]2[CH2:25][N:26]([CH3:28])[CH2:27]2)[CH:17]=1. The catalyst class is: 5. (6) Reactant: [N:1]1([CH2:6][N:7]2[CH:11]=[N:10][CH:9]=[N:8]2)[CH2:5][CH2:4][CH2:3][CH2:2]1.C([Li])CCC.[CH:17]1([C:23]([C:25]2[CH:30]=[CH:29][CH:28]=[CH:27][CH:26]=2)=[O:24])[CH2:22][CH2:21][CH2:20][CH2:19][CH2:18]1.O. Product: [CH:25]1([C:23]([C:17]2[CH:18]=[CH:19][CH:20]=[CH:21][CH:22]=2)([C:11]2[N:7]([CH2:6][N:1]3[CH2:2][CH2:3][CH2:4][CH2:5]3)[N:8]=[CH:9][N:10]=2)[OH:24])[CH2:26][CH2:27][CH2:28][CH2:29][CH2:30]1. The catalyst class is: 7. (7) Reactant: [Na+:1].[OH:2][C:3]1[CH:8]=[CH:7][C:6]([S:9]([O-:12])(=[O:11])=[O:10])=[CH:5][CH:4]=1.[OH-].[Na+].Br[CH2:16][C:17]#[C:18][CH3:19]. Product: [Na+:1].[CH2:16]([O:2][C:3]1[CH:8]=[CH:7][C:6]([S:9]([O-:12])(=[O:10])=[O:11])=[CH:5][CH:4]=1)[C:17]#[C:18][CH3:19]. The catalyst class is: 32.